Dataset: Reaction yield outcomes from USPTO patents with 853,638 reactions. Task: Predict the reaction yield, written as a fraction of the theoretical maximum amount of product (1.0 means a 100% yield; for example, 0.34 means a 34% yield). (1) The reactants are [OH:1][CH:2]1[CH2:7][CH2:6][N:5]([C:8]([O:10][C:11]([CH3:14])([CH3:13])[CH3:12])=[O:9])[CH2:4][CH2:3]1.C1(P(C2C=CC=CC=2)C2C=CC=CC=2)C=CC=CC=1.N(C(OCC)=O)=NC(OCC)=O.[Cl:46][C:47]1[CH:52]=[CH:51][CH:50]=[C:49]([Cl:53])[C:48]=1O. The catalyst is C1COCC1. The product is [Cl:46][C:47]1[CH:52]=[CH:51][CH:50]=[C:49]([Cl:53])[C:48]=1[O:1][CH:2]1[CH2:3][CH2:4][N:5]([C:8]([O:10][C:11]([CH3:14])([CH3:13])[CH3:12])=[O:9])[CH2:6][CH2:7]1. The yield is 0.750. (2) The reactants are [CH2:1]([NH:8][C:9]1[C:14]([N+:15]([O-:17])=[O:16])=[C:13]([NH:18][CH2:19][C:20]2[CH:25]=[CH:24][CH:23]=[CH:22][CH:21]=2)[CH:12]=[C:11](Br)[N:10]=1)[C:2]1[CH:7]=[CH:6][CH:5]=[CH:4][CH:3]=1.[CH2:27]([Sn](CCCC)(CCCC)CCCC)[CH:28]=[CH2:29]. The catalyst is O1CCCC1.C([O-])(=O)C.[Pd+2].C([O-])(=O)C. The product is [CH2:29]([C:11]1[N:10]=[C:9]([NH:8][CH2:1][C:2]2[CH:7]=[CH:6][CH:5]=[CH:4][CH:3]=2)[C:14]([N+:15]([O-:17])=[O:16])=[C:13]([NH:18][CH2:19][C:20]2[CH:25]=[CH:24][CH:23]=[CH:22][CH:21]=2)[CH:12]=1)[CH:28]=[CH2:27]. The yield is 0.770.